Task: Predict the product of the given reaction.. Dataset: Forward reaction prediction with 1.9M reactions from USPTO patents (1976-2016) Given the reactants Br[C:2]1[CH:3]=[C:4]([C:9]2[N:10]=[C:11]([C:15]3[CH:20]=[CH:19][C:18]([F:21])=[CH:17][C:16]=3[F:22])[N:12]=[N:13][CH:14]=2)[CH:5]=[CH:6][C:7]=1[F:8].[F:23][C:24]([F:35])([F:34])[C:25]1[CH:30]=[CH:29][CH:28]=[CH:27][C:26]=1B(O)O, predict the reaction product. The product is: [F:22][C:16]1[CH:17]=[C:18]([F:21])[CH:19]=[CH:20][C:15]=1[C:11]1[N:12]=[N:13][CH:14]=[C:9]([C:4]2[CH:5]=[CH:6][C:7]([F:8])=[C:2]([C:26]3[CH:27]=[CH:28][CH:29]=[CH:30][C:25]=3[C:24]([F:35])([F:34])[F:23])[CH:3]=2)[N:10]=1.